Dataset: NCI-60 drug combinations with 297,098 pairs across 59 cell lines. Task: Regression. Given two drug SMILES strings and cell line genomic features, predict the synergy score measuring deviation from expected non-interaction effect. (1) Drug 1: CN1C(=O)N2C=NC(=C2N=N1)C(=O)N. Drug 2: C1CCC(C(C1)N)N.C(=O)(C(=O)[O-])[O-].[Pt+4]. Cell line: HOP-62. Synergy scores: CSS=12.4, Synergy_ZIP=-4.06, Synergy_Bliss=0.323, Synergy_Loewe=-11.6, Synergy_HSA=-2.07. (2) Drug 1: CCCS(=O)(=O)NC1=C(C(=C(C=C1)F)C(=O)C2=CNC3=C2C=C(C=N3)C4=CC=C(C=C4)Cl)F. Drug 2: C1CC(=O)NC(=O)C1N2C(=O)C3=CC=CC=C3C2=O. Cell line: RXF 393. Synergy scores: CSS=7.67, Synergy_ZIP=1.46, Synergy_Bliss=8.43, Synergy_Loewe=2.32, Synergy_HSA=7.32. (3) Synergy scores: CSS=27.7, Synergy_ZIP=9.19, Synergy_Bliss=14.4, Synergy_Loewe=-6.07, Synergy_HSA=6.44. Drug 1: CCN(CC)CCCC(C)NC1=C2C=C(C=CC2=NC3=C1C=CC(=C3)Cl)OC. Cell line: DU-145. Drug 2: CC(C)NC(=O)C1=CC=C(C=C1)CNNC.Cl. (4) Drug 1: CC1=C2C(C(=O)C3(C(CC4C(C3C(C(C2(C)C)(CC1OC(=O)C(C(C5=CC=CC=C5)NC(=O)OC(C)(C)C)O)O)OC(=O)C6=CC=CC=C6)(CO4)OC(=O)C)OC)C)OC. Drug 2: CS(=O)(=O)CCNCC1=CC=C(O1)C2=CC3=C(C=C2)N=CN=C3NC4=CC(=C(C=C4)OCC5=CC(=CC=C5)F)Cl. Cell line: A498. Synergy scores: CSS=27.5, Synergy_ZIP=-0.658, Synergy_Bliss=-2.48, Synergy_Loewe=-9.06, Synergy_HSA=-1.90. (5) Drug 1: CN1C(=O)N2C=NC(=C2N=N1)C(=O)N. Drug 2: CC1C(C(CC(O1)OC2CC(CC3=C2C(=C4C(=C3O)C(=O)C5=CC=CC=C5C4=O)O)(C(=O)C)O)N)O. Cell line: SK-MEL-2. Synergy scores: CSS=17.2, Synergy_ZIP=3.20, Synergy_Bliss=2.81, Synergy_Loewe=-75.9, Synergy_HSA=-2.53. (6) Synergy scores: CSS=44.2, Synergy_ZIP=-3.56, Synergy_Bliss=-1.86, Synergy_Loewe=-11.3, Synergy_HSA=-1.60. Drug 1: CC1=C(C=C(C=C1)NC2=NC=CC(=N2)N(C)C3=CC4=NN(C(=C4C=C3)C)C)S(=O)(=O)N.Cl. Drug 2: C1=NC2=C(N1)C(=S)N=C(N2)N. Cell line: NCIH23.